This data is from Full USPTO retrosynthesis dataset with 1.9M reactions from patents (1976-2016). The task is: Predict the reactants needed to synthesize the given product. (1) Given the product [C:30]([NH:33][NH:34][C:20](=[O:22])[C:19]1[CH:18]=[CH:17][C:16]([O:15][C:12]2[C:11]([CH3:25])=[N:10][N:9]([C:6]3[CH:7]=[CH:8][C:3]([C:1]#[N:2])=[C:4]([C:26]([F:27])([F:28])[F:29])[CH:5]=3)[C:13]=2[CH3:14])=[CH:24][CH:23]=1)(=[O:32])[CH3:31], predict the reactants needed to synthesize it. The reactants are: [C:1]([C:3]1[CH:8]=[CH:7][C:6]([N:9]2[C:13]([CH3:14])=[C:12]([O:15][C:16]3[CH:24]=[CH:23][C:19]([C:20]([OH:22])=O)=[CH:18][CH:17]=3)[C:11]([CH3:25])=[N:10]2)=[CH:5][C:4]=1[C:26]([F:29])([F:28])[F:27])#[N:2].[C:30]([NH:33][NH2:34])(=[O:32])[CH3:31]. (2) The reactants are: C(OC([NH:8][CH:9]([C:28]1[CH:33]=[CH:32][CH:31]=[CH:30][CH:29]=1)[C:10]1[CH:11]=[C:12]([CH:25]=[CH:26][CH:27]=1)[O:13][CH2:14][C:15]1[CH:24]=[CH:23][C:18]([C:19]([O:21][CH3:22])=[O:20])=[CH:17][CH:16]=1)=O)(C)(C)C.[ClH:34].O1CCOCC1. Given the product [ClH:34].[NH2:8][CH:9]([C:28]1[CH:29]=[CH:30][CH:31]=[CH:32][CH:33]=1)[C:10]1[CH:11]=[C:12]([CH:25]=[CH:26][CH:27]=1)[O:13][CH2:14][C:15]1[CH:24]=[CH:23][C:18]([C:19]([O:21][CH3:22])=[O:20])=[CH:17][CH:16]=1, predict the reactants needed to synthesize it. (3) The reactants are: [CH2:1]([C:8]12[CH:17]([OH:18])[CH2:16][CH2:15][CH2:14][C:13]1=[C:12]([CH3:19])[C:11](=[O:20])[CH2:10][CH2:9]2)[C:2]1[CH:7]=[CH:6][CH:5]=[CH:4][CH:3]=1. Given the product [CH2:1]([C:8]12[CH:17]([OH:18])[CH2:16][CH2:15][CH2:14][CH:13]1[CH:12]([CH3:19])[C:11](=[O:20])[CH2:10][CH2:9]2)[C:2]1[CH:3]=[CH:4][CH:5]=[CH:6][CH:7]=1, predict the reactants needed to synthesize it. (4) Given the product [Cl:32][C:33]1[CH:34]=[C:35]([CH:45]=[CH:46][CH:47]=1)[O:36][C:37]1[CH:44]=[CH:43][C:40]([CH2:41][NH:42][C:4](=[O:6])[C:3]2[CH:7]=[CH:8][CH:9]=[N:10][C:2]=2[NH2:1])=[CH:39][CH:38]=1, predict the reactants needed to synthesize it. The reactants are: [NH2:1][C:2]1[N:10]=[CH:9][CH:8]=[CH:7][C:3]=1[C:4]([OH:6])=O.ON1C2C=CC=CC=2N=N1.CCN=C=NCCCN(C)C.[Cl:32][C:33]1[CH:34]=[C:35]([CH:45]=[CH:46][CH:47]=1)[O:36][C:37]1[CH:44]=[CH:43][C:40]([CH2:41][NH2:42])=[CH:39][CH:38]=1.C(=O)(O)[O-].[Na+]. (5) Given the product [CH3:4][C:1]([O:5][C:6](=[O:44])[N:7]([CH2:52][C:51]1[CH:54]=[CH:55][C:48]([Br:47])=[CH:49][C:50]=1[F:56])[C:8]1[CH:9]=[N:10][CH:11]=[C:12]([C:14]([N:16]2[CH2:17][CH2:18][CH:19]([C:22]3[CH:27]=[CH:26][CH:25]=[C:24]([CH2:28][N:29]([C:30]([O:32][C:33]([CH3:34])([CH3:35])[CH3:36])=[O:31])[C:37]([O:39][C:40]([CH3:43])([CH3:42])[CH3:41])=[O:38])[CH:23]=3)[CH2:20][CH2:21]2)=[O:15])[CH:13]=1)([CH3:2])[CH3:3], predict the reactants needed to synthesize it. The reactants are: [C:1]([O:5][C:6](=[O:44])[NH:7][C:8]1[CH:9]=[N:10][CH:11]=[C:12]([C:14]([N:16]2[CH2:21][CH2:20][CH:19]([C:22]3[CH:27]=[CH:26][CH:25]=[C:24]([CH2:28][N:29]([C:37]([O:39][C:40]([CH3:43])([CH3:42])[CH3:41])=[O:38])[C:30]([O:32][C:33]([CH3:36])([CH3:35])[CH3:34])=[O:31])[CH:23]=3)[CH2:18][CH2:17]2)=[O:15])[CH:13]=1)([CH3:4])([CH3:3])[CH3:2].[H-].[Na+].[Br:47][C:48]1[CH:55]=[CH:54][C:51]([CH2:52]Br)=[C:50]([F:56])[CH:49]=1. (6) Given the product [CH3:21][O:20][C:13]1[CH:14]=[CH:15][C:16]([N+:17]([O-:19])=[O:18])=[C:11]([O:9][C:3]2[CH:8]=[CH:7][CH:6]=[CH:5][CH:4]=2)[CH:12]=1, predict the reactants needed to synthesize it. The reactants are: [H-].[Na+].[C:3]1([OH:9])[CH:8]=[CH:7][CH:6]=[CH:5][CH:4]=1.I[C:11]1[CH:12]=[C:13]([O:20][CH3:21])[CH:14]=[CH:15][C:16]=1[N+:17]([O-:19])=[O:18]. (7) Given the product [CH2:27]([O:26][C:24](=[O:25])[NH:1][C:2]1[CH:3]=[CH:4][C:5]([C:8]2[N:9]([CH2:21][CH3:22])[C:10]3[C:15]([C:16]=2[C:17]#[N:18])=[CH:14][CH:13]=[C:12]([O:19][CH3:20])[CH:11]=3)=[CH:6][CH:7]=1)[CH3:28], predict the reactants needed to synthesize it. The reactants are: [NH2:1][C:2]1[CH:7]=[CH:6][C:5]([C:8]2[N:9]([CH2:21][CH3:22])[C:10]3[C:15]([C:16]=2[C:17]#[N:18])=[CH:14][CH:13]=[C:12]([O:19][CH3:20])[CH:11]=3)=[CH:4][CH:3]=1.Cl[C:24]([O:26][CH2:27][CH3:28])=[O:25]. (8) Given the product [NH2:10][C:7]1[CH:8]=[CH:9][C:4]([N:3]([CH2:1][CH3:2])[CH2:11][CH3:12])=[CH:5][C:6]=1[S:14][S:13](=[O:16])(=[O:15])[OH:17], predict the reactants needed to synthesize it. The reactants are: [CH2:1]([N:3]([CH2:11][CH3:12])[C:4]1[CH:9]=[CH:8][C:7]([NH2:10])=[CH:6][CH:5]=1)[CH3:2].[S:13]([O-:17])([O-:16])(=[O:15])=[S:14]. (9) Given the product [O:27]=[C:3]1[C:4]2[C:9](=[CH:8][CH:7]=[C:6]([O:17][CH2:18][CH2:19][CH2:20][C:21]3[CH:26]=[CH:25][CH:24]=[CH:23][CH:22]=3)[CH:5]=2)[C:10]([C:11]2[CH:16]=[CH:15][CH:14]=[CH:13][CH:12]=2)=[C:2]1[C:29]#[N:30], predict the reactants needed to synthesize it. The reactants are: Br[C:2]1[C:3](=[O:27])[C:4]2[C:9]([C:10]=1[C:11]1[CH:16]=[CH:15][CH:14]=[CH:13][CH:12]=1)=[CH:8][CH:7]=[C:6]([O:17][CH2:18][CH2:19][CH2:20][C:21]1[CH:26]=[CH:25][CH:24]=[CH:23][CH:22]=1)[CH:5]=2.[Cu][C:29]#[N:30].[Cl-].[NH4+]. (10) Given the product [C:18]([O:22][C:23]([N:25]1[CH2:30][CH2:29][CH:28]([NH:31][CH2:13][C:12]2[CH:15]=[C:8]([C:6]3[CH:5]=[CH:4][N:3]=[C:2]([Cl:1])[N:7]=3)[CH:9]=[CH:10][C:11]=2[O:16][CH3:17])[CH2:27][CH2:26]1)=[O:24])([CH3:21])([CH3:19])[CH3:20], predict the reactants needed to synthesize it. The reactants are: [Cl:1][C:2]1[N:7]=[C:6]([C:8]2[CH:9]=[CH:10][C:11]([O:16][CH3:17])=[C:12]([CH:15]=2)[CH:13]=O)[CH:5]=[CH:4][N:3]=1.[C:18]([O:22][C:23]([N:25]1[CH2:30][CH2:29][CH:28]([NH2:31])[CH2:27][CH2:26]1)=[O:24])([CH3:21])([CH3:20])[CH3:19].